This data is from Forward reaction prediction with 1.9M reactions from USPTO patents (1976-2016). The task is: Predict the product of the given reaction. Given the reactants [F:1][C:2]1[CH:3]=[C:4]([CH:28]=[CH:29][CH:30]=1)[CH2:5][NH:6][C:7](=[O:27])[NH:8][C:9]1[S:10][CH:11]=[C:12]([CH2:14][N:15]([CH3:26])[C:16]([C:18]2[CH:23]=[C:22](Cl)[N:21]=[N:20][C:19]=2[Cl:25])=[O:17])[N:13]=1.C(O)(=[O:33])C, predict the reaction product. The product is: [F:1][C:2]1[CH:3]=[C:4]([CH:28]=[CH:29][CH:30]=1)[CH2:5][NH:6][C:7](=[O:27])[NH:8][C:9]1[S:10][CH:11]=[C:12]([CH2:14][N:15]([CH3:26])[C:16]([C:18]2[CH:23]=[C:22]([OH:33])[N:21]=[N:20][C:19]=2[Cl:25])=[O:17])[N:13]=1.